Dataset: Reaction yield outcomes from USPTO patents with 853,638 reactions. Task: Predict the reaction yield, written as a fraction of the theoretical maximum amount of product (1.0 means a 100% yield; for example, 0.34 means a 34% yield). (1) The reactants are [CH3:1][C:2]1[CH:7]=[C:6]([CH3:8])[N:5]2[N:9]=[C:10]([C:12](OC)=[O:13])[N:11]=[C:4]2[N:3]=1.[BH4-].[Na+].O. The catalyst is CO.C(Cl)Cl. The product is [CH3:1][C:2]1[CH:7]=[C:6]([CH3:8])[N:5]2[N:9]=[C:10]([CH2:12][OH:13])[N:11]=[C:4]2[N:3]=1. The yield is 0.440. (2) The catalyst is C(OC(=O)C)(=O)C. The product is [O:4]=[C:3]([CH3:5])[CH:2]([C:16]1[CH:15]=[CH:14][C:13]2[C:18](=[CH:19][CH:20]=[CH:21][C:12]=2[CH2:9][CH:10]=[CH2:11])[N:17]=1)[C:1]([O:7][CH3:8])=[O:6]. The reactants are [C:1]([O:7][CH3:8])(=[O:6])[CH2:2][C:3]([CH3:5])=[O:4].[CH2:9]([C:12]1[CH:21]=[CH:20][CH:19]=[C:18]2[C:13]=1[CH:14]=[CH:15][CH:16]=[N+:17]2[O-])[CH:10]=[CH2:11]. The yield is 0.960. (3) The reactants are [Cl:1][C:2]1[CH:7]=[CH:6][C:5]([N:8]2[C:17](=[O:18])[C:16]3[C:11](=[CH:12][C:13]([C:19]([O:21][CH3:22])=[O:20])=[CH:14][CH:15]=3)[NH:10][C:9]2=O)=[CH:4][CH:3]=1.P(Cl)(Cl)([Cl:26])=O.C(N(CC)C(C)C)(C)C. No catalyst specified. The product is [Cl:26][C:9]1[N:8]([C:5]2[CH:6]=[CH:7][C:2]([Cl:1])=[CH:3][CH:4]=2)[C:17](=[O:18])[C:16]2[C:11](=[CH:12][C:13]([C:19]([O:21][CH3:22])=[O:20])=[CH:14][CH:15]=2)[N:10]=1. The yield is 0.980. (4) The reactants are [F:1][C:2]1[CH:7]=[C:6]([F:8])[CH:5]=[CH:4][C:3]=1[CH2:9][C:10](=[O:12])[CH3:11].[N:13](OCCC(C)C)=[O:14].Cl. The catalyst is CC1CCCCC1. The product is [F:1][C:2]1[CH:7]=[C:6]([F:8])[CH:5]=[CH:4][C:3]=1/[C:9](=[N:13]\[OH:14])/[C:10](=[O:12])[CH3:11]. The yield is 0.895. (5) The reactants are [CH:1]([C:4]1[CH:5]=[C:6]([C:12]([OH:14])=O)[O:7][C:8]=1[CH:9]([CH3:11])[CH3:10])([CH3:3])[CH3:2].[OH:15][C:16]1[CH:25]=[C:24]([NH2:26])[CH:23]=[CH:22][C:17]=1[C:18]([O:20][CH3:21])=[O:19]. No catalyst specified. The product is [OH:15][C:16]1[CH:25]=[C:24]([NH:26][C:12]([C:6]2[O:7][C:8]([CH:9]([CH3:10])[CH3:11])=[C:4]([CH:1]([CH3:2])[CH3:3])[CH:5]=2)=[O:14])[CH:23]=[CH:22][C:17]=1[C:18]([O:20][CH3:21])=[O:19]. The yield is 0.720. (6) The reactants are N(C(OC(C)(C)C)=O)=NC(OC(C)(C)C)=O.C(P(CCCC)CCCC)CCC.[Cl:30][C:31]1[C:39]([F:40])=[CH:38][CH:37]=[C:36]2[C:32]=1[CH2:33][CH2:34][N:35]2[C@@H:41]([CH2:51][CH2:52]O)[C:42]([NH:44][C:45]1[CH:50]=[CH:49][CH:48]=[CH:47][CH:46]=1)=[O:43]. The catalyst is C1COCC1. The product is [Cl:30][C:31]1[C:39]([F:40])=[CH:38][CH:37]=[C:36]2[C:32]=1[CH2:33][CH2:34][N:35]2[C@H:41]1[CH2:51][CH2:52][N:44]([C:45]2[CH:50]=[CH:49][CH:48]=[CH:47][CH:46]=2)[C:42]1=[O:43]. The yield is 0.820. (7) The reactants are [CH3:1][O:2][C:3]1[CH:4]=[C:5](B(O)O)[CH:6]=[CH:7][CH:8]=1.Cl[C:13]1[C:18]([CH2:19][OH:20])=[CH:17][CH:16]=[CH:15][N:14]=1.C(=O)(O)[O-].[Na+].O1CCOCC1. The catalyst is O.C1C=CC(P(C2C=CC=CC=2)[C-]2C=CC=C2)=CC=1.C1C=CC(P(C2C=CC=CC=2)[C-]2C=CC=C2)=CC=1.Cl[Pd]Cl.[Fe+2]. The product is [CH3:1][O:2][C:3]1[CH:4]=[C:5]([C:13]2[C:18]([CH2:19][OH:20])=[CH:17][CH:16]=[CH:15][N:14]=2)[CH:6]=[CH:7][CH:8]=1. The yield is 0.870. (8) The reactants are [F:1][CH:2]([F:18])[CH2:3][O:4][C:5]1[C:14]([C:15]([CH3:17])=[CH2:16])=[CH:13][C:8]([C:9]([O:11][CH3:12])=[O:10])=[CH:7][N:6]=1. The catalyst is CO.[Pd]. The product is [F:18][CH:2]([F:1])[CH2:3][O:4][C:5]1[C:14]([CH:15]([CH3:16])[CH3:17])=[CH:13][C:8]([C:9]([O:11][CH3:12])=[O:10])=[CH:7][N:6]=1. The yield is 0.990. (9) The reactants are [CH3:1][C:2]1([CH3:16])[O:6][C:5]2[C:7]([O:14][CH3:15])=[CH:8][CH:9]=[C:10]([CH2:11][C:12]#[N:13])[C:4]=2[O:3]1.[C:17]([O:21][CH3:22])(=[O:20])[CH:18]=[CH2:19].[OH2:23].Cl. The catalyst is C(#N)C. The product is [C:12]([C:11]([C:10]1[C:4]2[O:3][C:2]([CH3:16])([CH3:1])[O:6][C:5]=2[C:7]([O:14][CH3:15])=[CH:8][CH:9]=1)([CH2:7][CH2:5][C:4]([O:3][CH3:2])=[O:23])[CH2:19][CH2:18][C:17]([O:21][CH3:22])=[O:20])#[N:13]. The yield is 0.680. (10) The reactants are [NH:1]([C:3]1[N:7]([CH2:8][C:9]2[CH:14]=[CH:13][C:12]([O:15][CH3:16])=[CH:11][CH:10]=2)[N:6]=[N:5][N:4]=1)[NH2:2].[CH3:17][C:18]([CH3:20])=O. The catalyst is Cl.C(OCC)C. The product is [CH3:16][O:15][C:12]1[CH:13]=[CH:14][C:9]([CH2:8][N:7]2[C:3]([NH:1][N:2]=[C:18]([CH3:20])[CH3:17])=[N:4][N:5]=[N:6]2)=[CH:10][CH:11]=1. The yield is 0.900.